This data is from NCI-60 drug combinations with 297,098 pairs across 59 cell lines. The task is: Regression. Given two drug SMILES strings and cell line genomic features, predict the synergy score measuring deviation from expected non-interaction effect. (1) Drug 1: CC(CN1CC(=O)NC(=O)C1)N2CC(=O)NC(=O)C2. Drug 2: B(C(CC(C)C)NC(=O)C(CC1=CC=CC=C1)NC(=O)C2=NC=CN=C2)(O)O. Cell line: SNB-19. Synergy scores: CSS=11.7, Synergy_ZIP=-4.02, Synergy_Bliss=-2.17, Synergy_Loewe=-0.300, Synergy_HSA=-0.891. (2) Drug 1: CC1=C(C(=O)C2=C(C1=O)N3CC4C(C3(C2COC(=O)N)OC)N4)N. Drug 2: C(CN)CNCCSP(=O)(O)O. Cell line: M14. Synergy scores: CSS=28.9, Synergy_ZIP=-2.31, Synergy_Bliss=1.44, Synergy_Loewe=-23.1, Synergy_HSA=1.37.